Dataset: Forward reaction prediction with 1.9M reactions from USPTO patents (1976-2016). Task: Predict the product of the given reaction. Given the reactants [Cl:1][C:2]1[CH:20]=[C:19]([NH:21][C:22]2[C:23]3[N:30]([CH2:31][CH2:32][O:33][CH2:34][CH2:35][OH:36])[CH:29]=[CH:28][C:24]=3[N:25]=[CH:26][N:27]=2)[CH:18]=[CH:17][C:3]=1[O:4][C:5]1[CH:6]=[C:7]([C:11](=O)[C:12]([CH3:15])([CH3:14])[CH3:13])[CH:8]=[CH:9][CH:10]=1.Cl.[CH3:38][O:39][NH2:40].C([O-])(=O)C.[Na+].Cl.C(OCC)(=O)C, predict the reaction product. The product is: [ClH:1].[CH3:38][O:39]/[N:40]=[C:11](\[C:7]1[CH:8]=[CH:9][CH:10]=[C:5]([O:4][C:3]2[CH:17]=[CH:18][C:19]([NH:21][C:22]3[C:23]4[N:30]([CH2:31][CH2:32][O:33][CH2:34][CH2:35][OH:36])[CH:29]=[CH:28][C:24]=4[N:25]=[CH:26][N:27]=3)=[CH:20][C:2]=2[Cl:1])[CH:6]=1)/[C:12]([CH3:15])([CH3:14])[CH3:13].